Dataset: Forward reaction prediction with 1.9M reactions from USPTO patents (1976-2016). Task: Predict the product of the given reaction. (1) The product is: [Si:1]([O:8][CH2:9][CH2:10][CH2:11][N:12]1[C:17](=[O:18])[C:16]2[CH:19]=[C:20]([O:55][C:51]3[CH:52]=[CH:53][CH:54]=[C:49]([Cl:48])[CH:50]=3)[N:21]=[CH:22][C:15]=2[N:14]([CH3:33])[C:13]1=[O:34])([C:4]([CH3:7])([CH3:6])[CH3:5])([CH3:2])[CH3:3]. Given the reactants [Si:1]([O:8][CH2:9][CH2:10][CH2:11][N:12]1[C:17](=[O:18])[C:16]2[C:19](C(C3C=CC(Cl)=CC=3)O)=[C:20](Cl)[N:21]=[CH:22][C:15]=2[N:14]([CH3:33])[C:13]1=[O:34])([C:4]([CH3:7])([CH3:6])[CH3:5])([CH3:3])[CH3:2].C([O-])([O-])=O.[Cs+].[Cs+].CN(C)CC(O)=O.[Cl:48][C:49]1[CH:50]=[C:51]([OH:55])[CH:52]=[CH:53][CH:54]=1, predict the reaction product. (2) Given the reactants [F:1][CH:2]([F:32])[C:3]([N:5]1[C@H:9]([CH2:10][F:11])[C@@H:8]([C:12]2[CH:17]=[CH:16][C:15]([C:18]3[CH:19]=[N:20][C:21]([CH2:24][NH:25][CH2:26][CH2:27][CH2:28][F:29])=[CH:22][CH:23]=3)=[CH:14][CH:13]=2)[O:7]C1(C)C)=[O:4].FC(F)(F)C(O)=O, predict the reaction product. The product is: [F:32][CH:2]([F:1])[C:3]([NH:5][C@@H:9]([CH2:10][F:11])[C@@H:8]([C:12]1[CH:13]=[CH:14][C:15]([C:18]2[CH:19]=[N:20][C:21]([CH2:24][NH:25][CH2:26][CH2:27][CH2:28][F:29])=[CH:22][CH:23]=2)=[CH:16][CH:17]=1)[OH:7])=[O:4]. (3) Given the reactants [CH3:1][C:2]1[CH:6]=[CH:5][O:4][C:3]=1[C:7]([NH:9][C:10]1[CH:11]=[C:12]([CH:28]=[CH:29][CH:30]=1)[O:13][C:14]1[CH:19]=[CH:18][N:17]=[C:16]([C:20]2[NH:24][CH:23]=[C:22]([C:25]([OH:27])=O)[CH:21]=2)[CH:15]=1)=[O:8].CN(C(ON1N=NC2C=CC=NC1=2)=[N+](C)C)C.F[P-](F)(F)(F)(F)F.C(N(CC)C(C)C)(C)C.[NH:64]1[CH2:68][CH2:67][C@H:66]([OH:69])[CH2:65]1.Cl, predict the reaction product. The product is: [OH:69][C@H:66]1[CH2:67][CH2:68][N:64]([C:25]([C:22]2[CH:21]=[C:20]([C:16]3[CH:15]=[C:14]([O:13][C:12]4[CH:11]=[C:10]([NH:9][C:7]([C:3]5[O:4][CH:5]=[CH:6][C:2]=5[CH3:1])=[O:8])[CH:30]=[CH:29][CH:28]=4)[CH:19]=[CH:18][N:17]=3)[NH:24][CH:23]=2)=[O:27])[CH2:65]1. (4) Given the reactants [C:1]([C:4]1[CH:9]([CH2:10][CH3:11])[CH:8]=[CH:7][N:6](C(OC2C=CC=CC=2)=O)[CH:5]=1)(=[O:3])[CH3:2].[S].C1C2C(CCCC2)CCC1, predict the reaction product. The product is: [CH2:10]([C:9]1[CH:8]=[CH:7][N:6]=[CH:5][C:4]=1[C:1](=[O:3])[CH3:2])[CH3:11]. (5) Given the reactants [CH3:1][C:2]1[C:6]([C:7]2[CH:8]=[CH:9][C:10]([CH3:17])=[C:11]([S:13](Cl)(=[O:15])=[O:14])[CH:12]=2)=[C:5]([CH3:18])[O:4][N:3]=1.[CH2:19]([O:25][CH2:26][CH2:27][NH2:28])[CH2:20][O:21][CH2:22][CH2:23][NH2:24], predict the reaction product. The product is: [CH2:19]([O:25][CH2:26][CH2:27][NH:28][S:13]([C:11]1[CH:12]=[C:7]([C:6]2[C:2]([CH3:1])=[N:3][O:4][C:5]=2[CH3:18])[CH:8]=[CH:9][C:10]=1[CH3:17])(=[O:14])=[O:15])[CH2:20][O:21][CH2:22][CH2:23][NH:24][S:13]([C:11]1[CH:12]=[C:7]([C:6]2[C:2]([CH3:1])=[N:3][O:4][C:5]=2[CH3:18])[CH:8]=[CH:9][C:10]=1[CH3:17])(=[O:15])=[O:14]. (6) Given the reactants [NH:1]1[C:5]2=[N:6][C:7]([NH2:10])=[CH:8][CH:9]=[C:4]2[CH:3]=[CH:2]1.[C:11]1(=O)[O:16][C:14](=[O:15])[C:13]2=[CH:17][CH:18]=[CH:19][CH:20]=[C:12]12.C([O-])(=O)C.[Na+].C(=O)(O)[O-].[Na+], predict the reaction product. The product is: [NH:1]1[C:5]2=[N:6][C:7]([N:10]3[C:14](=[O:15])[C:13]4[C:12](=[CH:20][CH:19]=[CH:18][CH:17]=4)[C:11]3=[O:16])=[CH:8][CH:9]=[C:4]2[CH:3]=[CH:2]1. (7) Given the reactants C(OC(=O)[NH:7][C:8]1[CH:13]=[CH:12][C:11]([C:14]2[CH:15]=[N:16][CH:17]=[CH:18][CH:19]=2)=[CH:10][C:9]=1[NH2:20])(C)(C)C.CC1(C)O[C:27]([C:29]2[CH:30]=[C:31]([CH:34]=[CH:35][CH:36]=2)[C:32]#[N:33])=[CH:26][C:25](=[O:37])O1.C(O)(C(F)(F)F)=O, predict the reaction product. The product is: [O:37]=[C:25]1[CH2:26][C:27]([C:29]2[CH:30]=[C:31]([CH:34]=[CH:35][CH:36]=2)[C:32]#[N:33])=[N:7][C:8]2[CH:13]=[CH:12][C:11]([C:14]3[CH:15]=[N:16][CH:17]=[CH:18][CH:19]=3)=[CH:10][C:9]=2[NH:20]1. (8) Given the reactants [CH3:1][C:2]([CH3:4])=O.[OH:5][C:6]1[CH:7]=[C:8]([CH:27]=[CH:28][C:29]=1[O:30][CH3:31])/[CH:9]=[C:10]1\[CH2:11][O:12][C:13]2[C:18]([C:19]\1=[O:20])=[C:17]([O:21][CH3:22])[C:16]([O:23][CH3:24])=[C:15]([O:25][CH3:26])[CH:14]=2.C([O-])([O-])=O.[K+].[K+], predict the reaction product. The product is: [CH2:4]([O:5][C:6]1[CH:7]=[C:8]([CH:27]=[CH:28][C:29]=1[O:30][CH3:31])/[CH:9]=[C:10]1\[CH2:11][O:12][C:13]2[C:18]([C:19]\1=[O:20])=[C:17]([O:21][CH3:22])[C:16]([O:23][CH3:24])=[C:15]([O:25][CH3:26])[CH:14]=2)[CH:2]=[CH2:1]. (9) The product is: [Br:4][C:5]1[CH:6]=[N:7][CH:8]=[CH:9][C:10]=1[CH:11]1[CH2:13][O:12]1. Given the reactants [SH3+].[H-].[Na+].[Br:4][C:5]1[CH:6]=[N:7][CH:8]=[CH:9][C:10]=1[CH:11]=[O:12].[CH3:13]S(C)=O, predict the reaction product.